Dataset: Merck oncology drug combination screen with 23,052 pairs across 39 cell lines. Task: Regression. Given two drug SMILES strings and cell line genomic features, predict the synergy score measuring deviation from expected non-interaction effect. Drug 1: Cn1nnc2c(C(N)=O)ncn2c1=O. Drug 2: CCc1cnn2c(NCc3ccc[n+]([O-])c3)cc(N3CCCCC3CCO)nc12. Cell line: UWB1289. Synergy scores: synergy=0.719.